Dataset: Experimentally validated miRNA-target interactions with 360,000+ pairs, plus equal number of negative samples. Task: Binary Classification. Given a miRNA mature sequence and a target amino acid sequence, predict their likelihood of interaction. (1) The miRNA is hsa-miR-3126-5p with sequence UGAGGGACAGAUGCCAGAAGCA. The protein sequence of the target gene is MPKAKSAASSRRRDRQEQRRELKRAGGLMFNTGIGQHILKNPLIVNSIIDKAALRPTDVVLEVGPGTGNMTVKLLEKAKKVVACELDPRLVAELHKRVQGTPLASKLQVLVGDVLKSDLPFFDACVANLPYQISSPFVFKLLLHRPFFRCAILMFQREFALRLVAKPGDKLYCRLSINTQLLARVDHLMKVGKNNFRPPPKVESSVVRIEPKNPPPPINFQEWDGLVRITFVRKNKTLSAAFKSSAVQQLLEKNYRIHCSVQNTVIPEDFSIADKIQQILTSTGFSDKRARSMDIDDFIR.... Result: 0 (no interaction). (2) The miRNA is hsa-miR-21-5p with sequence UAGCUUAUCAGACUGAUGUUGA. The protein sequence of the target gene is MCVCQTMEVGQYGKNASRAGDRGVLLEPFIHQVGGHSSMMRYDDHTVCKPLISREQRFYESLPPEMKEFTPEYKGVVSVCFEGDSDGYINLVAYPYVESETVEQDDTPEREQPRRKHSRRSLHRSGSGSDHKEEKASLSFETSESSQEAKSPKVELHSHSDVPFQMLDSNSGLSSEKISYNPWSLRCHKQQLSRMRSESKDRKLYKFLLLENVVHHFKYPCVLDLKMGTRQHGDDASAEKAARQMRKCEQSTSATLGVRVCGMQVYQLDTGHYLCRNKYYGRGLSIEGFRNALYQYLHNG.... Result: 0 (no interaction). (3) The miRNA is hsa-miR-199b-3p with sequence ACAGUAGUCUGCACAUUGGUUA. The protein sequence of the target gene is MTISFLLRSCLRSAVRSLPKAALIRNTSSMTEGLQPASVVVLPRSLAPAFESFCQGNRGPLPLLGQSEAVKTLPQLSAVSDIRTICPQLQKYKFGTCTGILTSLEEHSEQLKEMVTFIIDCSFSIEEALEQAGIPRRDLTGPSHAGAYKTTVPCATIAGFCCPLVVTMRPIPKDKLERLLQATHAIRGQQGQPIHIGDPGLLGIEALSKPDYGSYVECRPEDVPVFWPSPLTSLEAVISCKAPLAFASPPGCMVMVPKDTASSASCLTPEMVPEVHAISKDPLHYSIVSAPAAQKVRELE.... Result: 0 (no interaction). (4) The miRNA is hsa-miR-548az-5p with sequence CAAAAGUGAUUGUGGUUUUUGC. The protein sequence of the target gene is MNQKLLKLENLLRFHTIYRQLHSLCQRRALRQWRHGFSSAYPVWTAQLCAWPWPTDVLTGAALSQYRLLVTKKEEGPWKSQLSSTKSKKVVEVWIGMTIEELARAMEKNTDYVYEALLNTDIDIDSLEADSHLDEVWIKEVITKAGMKLKWSKLKQDKVRKNKDAVRRPQADPALLTPRSPVVTIMGHVDHGKTTLLDKFRKTQVAAVETGGITQHIGAFLVSLPSGEKITFLDTPGHAAFSAMRARGAQVTDIVVLVVAADDGVMKQTVESIQHAKDAQVPIILAVNKCDKAEADPEKV.... Result: 0 (no interaction). (5) The protein sequence of the target gene is MAEDLSAATSYTEDDFYCPVCQEVLKTPVRTTACQHVFCRKCFLTAMRESGAHCPLCRGNVTRRERACPERALDLENIMRKFSGSCRCCAKQIKFYRMRHHYKSCKKYQDEYGVSSIIPNFQISQDSVGNSNRSETSTSDNTETYQENTSSSGHPTFKCPLCQESNFTRQRLLDHCNSNHLFQIVPVTCPICVSLPWGDPSQITRNFVSHLNQRHQFDYGEFVNLQLDEETQYQTAVEESFQVNI. The miRNA is hsa-miR-30d-5p with sequence UGUAAACAUCCCCGACUGGAAG. Result: 1 (interaction). (6) The miRNA is hsa-miR-545-5p with sequence UCAGUAAAUGUUUAUUAGAUGA. The protein sequence of the target gene is MFLQFAVWKCLPHGILIASLLVVSWGQYDDDWQYEDCKLARGGPPATIVAIDEESRNGTILVDNMLIKGTAGGPDPTIELSLKDNVDYWVLLDPVKQMLFLNSTGRVLDRDPPMNIHSIVVQVQCVNKKVGTVIYHEVRIVVRDRNDNSPTFKHESYYATVNELTPVGTTIFTGFSGDNGATDIDDGPNGQIEYVIQYNPEDPTSNDTFEIPLMLTGNVVLRKRLNYEDKTRYYVIIQANDRAQNLNERRTTTTTLTVDVLDGDDLGPMFLPCVLVPNTRDCRPLTYQAAIPELRTPEEL.... Result: 0 (no interaction). (7) The miRNA is hsa-miR-4709-5p with sequence ACAACAGUGACUUGCUCUCCAA. The protein sequence of the target gene is MAFTLYSLLQAALLCVNAIAVLHEERFLKNIGWGTDQGIGGFGEEPGIKSQLMNLIRSVRTVMRVPLIIVNSIAIVLLLLFG. Result: 1 (interaction). (8) The miRNA is mmu-miR-466f-3p with sequence CAUACACACACACAUACACAC. The protein sequence of the target gene is MDVAAAALPAFVALWLLYPWPLLGSALGQFSAGGCTFDDGPGACDYHQDLYDDFEWVHVSAQEPHYLPPEMPQGSYMVVDSSNHDPGEKARLQLPTMKENDTHCIDFSYLLYSQKGLNPGTLNILVRVNKGPLANPIWNVTGFTGRDWLRAELAVSTFWPNEYQVIFEAEVSGGRSGYIAIDDIQVLSYPCDKSPHFLRLGDVEVNAGQNATFQCIATGRDAVHNKLWLQRRNGEDIPVAQTKNINHRRFAASFRLQEVTKTDQDLYRCVTQSERGSGVSNFAQLIVREPPRPIAPPQLL.... Result: 1 (interaction). (9) The miRNA is hsa-miR-548t-5p with sequence CAAAAGUGAUCGUGGUUUUUG. The protein sequence of the target gene is MAAATIVHDTSEAVELCPAYGLYLKPITKMTISVALPQLKQPGKSISNWEVMERLKGMVQNHQFSTLRISKSTMDFIRFEGEVENKSLVKSFLACLDGKTIKLSGFSDILKVRAAEFKIDFPTRHDWDSFFRDAKDMNETLPGERPDTIHLEGLPCKWFALKESGSEKPSEDVLVKVFEKFGEIRNVDIPMLDPYREEMTGRNFHTFSFGGHLNFEAYVQYREYMGFIQAMSALRGMKLMYKGEDGKAVACNIKVSFDSTKHLSDASIKKRQLERQKLQELEQQREEQKRREKEAEERQR.... Result: 1 (interaction). (10) The miRNA is hsa-miR-495-5p with sequence GAAGUUGCCCAUGUUAUUUUCG. The protein sequence of the target gene is MEQRLAEFREARKRASLVAQPSTSSQSVQTSGAKAEPAAATPKTATGWLTRFLKRKANPAIAQAQPNQPQEAGQQLPESTAVPLPSSCRQSFLTNITFLKVLLWLVLLGLFVELEFGLAYFVLSMFYWMYVGTRGPEEKKEGEKSAYSVFNPGCEAIQGTLTAEQLEQELQLRPPQGSRTSPSCSSYP. Result: 0 (no interaction).